This data is from Catalyst prediction with 721,799 reactions and 888 catalyst types from USPTO. The task is: Predict which catalyst facilitates the given reaction. (1) Reactant: C1C(=O)N([Br:8])C(=O)C1.[C:9]([C:13]1[CH:35]=[CH:34][C:16]2[C:17]3[N:25]([C:26]([C:28]([CH3:31])([CH3:30])[CH3:29])=[CH:27][C:15]=2[N:14]=1)[C:24]1[C:19](=[CH:20][C:21]([CH3:33])=[C:22]([CH3:32])[CH:23]=1)[N:18]=3)([CH3:12])([CH3:11])[CH3:10]. Product: [Br:8][C:20]1[C:21]([CH3:33])=[C:22]([CH3:32])[CH:23]=[C:24]2[C:19]=1[N:18]=[C:17]1[N:25]2[C:26]([C:28]([CH3:29])([CH3:31])[CH3:30])=[CH:27][C:15]2[N:14]=[C:13]([C:9]([CH3:12])([CH3:10])[CH3:11])[CH:35]=[CH:34][C:16]=21. The catalyst class is: 3. (2) Reactant: [CH3:1][O:2][C:3](=[O:19])[CH2:4][NH:5][C:6]1[CH:7]=[N:8][CH:9]=[CH:10][C:11]=1[C:12]1[CH:17]=[CH:16][CH:15]=[CH:14][C:13]=1[Cl:18].[F:20][C:21]([F:36])([F:35])[C:22]1[CH:23]=[C:24]([CH:28]=[C:29]([C:31]([F:34])([F:33])[F:32])[CH:30]=1)[C:25](Cl)=[O:26]. Product: [CH3:1][O:2][C:3](=[O:19])[CH2:4][N:5]([C:25](=[O:26])[C:24]1[CH:28]=[C:29]([C:31]([F:32])([F:33])[F:34])[CH:30]=[C:22]([C:21]([F:20])([F:35])[F:36])[CH:23]=1)[C:6]1[CH:7]=[N:8][CH:9]=[CH:10][C:11]=1[C:12]1[CH:17]=[CH:16][CH:15]=[CH:14][C:13]=1[Cl:18]. The catalyst class is: 243. (3) Reactant: [CH3:1][C:2]1[C:7]([SH:8])=[CH:6][C:5]([CH3:9])=[CH:4][C:3]=1[OH:10].C([O-])([O-])=O.[K+].[K+].Cl[CH2:18][C:19](=[O:25])[CH2:20][C:21]([O:23][CH3:24])=[O:22]. Product: [OH:10][C:3]1[C:2]([CH3:1])=[C:7]([S:8][CH2:18][C:19](=[O:25])[CH2:20][C:21]([O:23][CH3:24])=[O:22])[CH:6]=[C:5]([CH3:9])[CH:4]=1. The catalyst class is: 3. (4) Reactant: S([O:6][CH3:7])(OC)(=O)=O.[OH-].[K+].[Br:10][C:11]1[C:12](=O)[NH:13][C:14]([S:17][CH3:18])=[N:15][CH:16]=1. Product: [Br:10][C:11]1[C:7](=[O:6])[N:15]([CH3:16])[C:14]([S:17][CH3:18])=[N:13][CH:12]=1. The catalyst class is: 54. (5) Reactant: [CH3:1][CH:2]([C:4]([O:6][C:7]1[CH:8]=[CH:9][C:10]([CH2:29][OH:30])=[CH:11][C:12]=1[C@@H:13]([C:23]1[CH:24]=[CH:25][CH:26]=[CH:27][CH:28]=1)[CH2:14][CH2:15][N:16]([CH:20]([CH3:22])[CH3:21])[CH:17]([CH3:19])[CH3:18])=[O:5])[CH3:3].C([O-])(=O)C(C1C=CC=CC=1)O. Product: [CH3:3][CH:2]([C:4]([O:6][C:7]1[CH:8]=[CH:9][C:10]([CH2:29][OH:30])=[CH:11][C:12]=1[C@@H:13]([C:23]1[CH:28]=[CH:27][CH:26]=[CH:25][CH:24]=1)[CH2:14][CH2:15][N:16]([CH:20]([CH3:21])[CH3:22])[CH:17]([CH3:18])[CH3:19])=[O:5])[CH3:1]. The catalyst class is: 2. (6) Reactant: [CH:1]1([CH2:4][N:5]2[C:9]3[CH:10]=[CH:11][C:12]([S:14]([Cl:17])(=[O:16])=[O:15])=[CH:13][C:8]=3[N:7]=[C:6]2[CH2:18][C:19]2[CH:24]=[CH:23][C:22]([O:25][CH2:26][CH3:27])=[CH:21][CH:20]=2)[CH2:3][CH2:2]1.[CH3:28][N:29]1[CH2:34][CH2:33][NH:32][CH2:31][CH2:30]1. Product: [CH:1]1([CH2:4][N:5]2[C:9]3[CH:10]=[CH:11][C:12]([S:14]([N:32]4[CH2:33][CH2:34][N:29]([CH3:28])[CH2:30][CH2:31]4)(=[O:16])=[O:15])=[CH:13][C:8]=3[N:7]=[C:6]2[CH2:18][C:19]2[CH:24]=[CH:23][C:22]([O:25][CH2:26][CH3:27])=[CH:21][CH:20]=2)[CH2:3][CH2:2]1.[ClH:17]. The catalyst class is: 343. (7) Product: [CH3:1][O:2][C:3](=[O:15])[CH2:4][C:5]1[C:13]2[C:8](=[N:9][CH:10]=[CH:11][CH:12]=2)[N:7]([S:42]([C:37]2[CH:38]=[CH:39][C:40]([F:41])=[C:35]([F:34])[CH:36]=2)(=[O:44])=[O:43])[C:6]=1[CH3:14]. The catalyst class is: 3. Reactant: [CH3:1][O:2][C:3](=[O:15])[CH2:4][C:5]1[C:13]2[C:8](=[N:9][CH:10]=[CH:11][CH:12]=2)[NH:7][C:6]=1[CH3:14].CCN(P1(N(C)CCCN1C)=NC(C)(C)C)CC.[F:34][C:35]1[CH:36]=[C:37]([S:42](Cl)(=[O:44])=[O:43])[CH:38]=[CH:39][C:40]=1[F:41]. (8) Reactant: [Si:1]([O:18][CH2:19][CH:20]=[C:21]([F:27])[C:22]([O:24]CC)=O)([C:14]([CH3:17])([CH3:16])[CH3:15])([C:8]1[CH:13]=[CH:12][CH:11]=[CH:10][CH:9]=1)[C:2]1[CH:7]=[CH:6][CH:5]=[CH:4][CH:3]=1.[CH3:28][CH:29](C[AlH]CC(C)C)C.C1(C)C=CC=CC=1. Product: [CH2:28]([CH:22]([OH:24])/[C:21](/[F:27])=[CH:20]\[CH2:19][O:18][Si:1]([C:14]([CH3:15])([CH3:16])[CH3:17])([C:2]1[CH:7]=[CH:6][CH:5]=[CH:4][CH:3]=1)[C:8]1[CH:9]=[CH:10][CH:11]=[CH:12][CH:13]=1)[CH3:29]. The catalyst class is: 81. (9) Reactant: C([Li])(CC)C.[C:6]([Si:10]([CH3:21])([CH3:20])[O:11][C:12]1[C:13]([F:19])=[CH:14][CH:15]=[CH:16][C:17]=1[F:18])([CH3:9])([CH3:8])[CH3:7].CN([CH:25]=[O:26])C.[Cl-].[NH4+]. Product: [C:6]([Si:10]([CH3:21])([CH3:20])[O:11][C:12]1[C:17]([F:18])=[C:16]([CH:15]=[CH:14][C:13]=1[F:19])[CH:25]=[O:26])([CH3:9])([CH3:8])[CH3:7]. The catalyst class is: 1.